This data is from Forward reaction prediction with 1.9M reactions from USPTO patents (1976-2016). The task is: Predict the product of the given reaction. (1) Given the reactants [CH3:1][CH2:2][C:3](=[O:6])[CH2:4][CH3:5].O.C1(C)C=CC(S(O)(=O)=O)=CC=1.[CH:19]1([NH:25][C:26]2[CH:35]=[C:34]3[C:29]([C:30](=[O:46])[C:31]([C:41]([O:43][CH2:44][CH3:45])=[O:42])=[CH:32][N:33]3[CH:36]([CH2:39]O)[CH2:37][OH:38])=[CH:28][C:27]=2[F:47])[CH2:24][CH2:23][CH2:22][CH2:21][CH2:20]1, predict the reaction product. The product is: [CH:19]1([NH:25][C:26]2[CH:35]=[C:34]3[C:29]([C:30](=[O:46])[C:31]([C:41]([O:43][CH2:44][CH3:45])=[O:42])=[CH:32][N:33]3[CH:36]3[CH2:37][O:38][C:3]([CH2:4][CH3:5])([CH2:2][CH3:1])[O:6][CH2:39]3)=[CH:28][C:27]=2[F:47])[CH2:20][CH2:21][CH2:22][CH2:23][CH2:24]1. (2) Given the reactants [F:1][C:2]1[CH:3]=[C:4]([C@H:9]2[N:14](C(OC(C)(C)C)=O)[C:13](=[O:22])[C:12]([CH2:25][CH3:26])([CH2:23][CH3:24])[CH2:11][CH2:10]2)[CH:5]=[C:6]([F:8])[CH:7]=1.C(O)(C(F)(F)F)=O, predict the reaction product. The product is: [F:1][C:2]1[CH:3]=[C:4]([C@H:9]2[NH:14][C:13](=[O:22])[C:12]([CH2:25][CH3:26])([CH2:23][CH3:24])[CH2:11][CH2:10]2)[CH:5]=[C:6]([F:8])[CH:7]=1. (3) Given the reactants [F:1][C:2]1[CH:7]=[C:6]([F:8])[CH:5]=[CH:4][C:3]=1[NH:9][C:10]1[CH:17]=[CH:16]C(C#N)=[C:12]([CH:18]=O)[N:11]=1.[NH2:20][NH2:21].[CH3:22][CH2:23][OH:24], predict the reaction product. The product is: [F:1][C:2]1[CH:7]=[C:6]([F:8])[CH:5]=[CH:4][C:3]=1[NH:9][C:10]1[CH:17]=[CH:16][C:22]2[C:12]([N:11]=1)=[CH:18][N:21]=[N:20][C:23]=2[OH:24]. (4) Given the reactants Br[C:2]1[C:3]2[C:4]3[CH:18]=[CH:17][S:16][C:5]=3[C:6](=[O:15])[NH:7][C:8]=2[C:9]([F:14])=[CH:10][C:11]=1[O:12][CH3:13].CC1(C)C(C)(C)OB([C:27]2[CH:41]=[CH:40][C:30]([CH2:31][NH:32][C:33](=[O:39])[O:34][C:35]([CH3:38])([CH3:37])[CH3:36])=[CH:29][CH:28]=2)O1, predict the reaction product. The product is: [F:14][C:9]1[C:8]2[NH:7][C:6](=[O:15])[C:5]3[S:16][CH:17]=[CH:18][C:4]=3[C:3]=2[C:2]([C:27]2[CH:41]=[CH:40][C:30]([CH2:31][NH:32][C:33](=[O:39])[O:34][C:35]([CH3:36])([CH3:37])[CH3:38])=[CH:29][CH:28]=2)=[C:11]([O:12][CH3:13])[CH:10]=1. (5) Given the reactants [CH2:1]([NH:8][C:9](=[O:16])[C:10]1[CH:15]=[CH:14][CH:13]=[CH:12][CH:11]=1)[C:2]1[CH:7]=[CH:6][CH:5]=[CH:4][CH:3]=1.[H][H], predict the reaction product. The product is: [CH2:9]([OH:16])[C:10]1[CH:15]=[CH:14][CH:13]=[CH:12][CH:11]=1.[CH2:1]([NH2:8])[C:2]1[CH:7]=[CH:6][CH:5]=[CH:4][CH:3]=1.